This data is from Reaction yield outcomes from USPTO patents with 853,638 reactions. The task is: Predict the reaction yield, written as a fraction of the theoretical maximum amount of product (1.0 means a 100% yield; for example, 0.34 means a 34% yield). The reactants are [Cl:1][C:2]1[CH:14]=[C:13]([N+:15]([O-])=O)[CH:12]=[CH:11][C:3]=1[NH:4][C:5]1[CH:10]=[CH:9][CH:8]=[CH:7][CH:6]=1.CO.[Cl-].[NH4+]. The catalyst is [Fe].O. The product is [Cl:1][C:2]1[CH:14]=[C:13]([NH2:15])[CH:12]=[CH:11][C:3]=1[NH:4][C:5]1[CH:10]=[CH:9][CH:8]=[CH:7][CH:6]=1. The yield is 0.820.